This data is from Full USPTO retrosynthesis dataset with 1.9M reactions from patents (1976-2016). The task is: Predict the reactants needed to synthesize the given product. Given the product [C:6]([Si:3]([O:10][CH2:11][CH:12]1[CH2:17][CH2:16][C:15]([O:18][CH3:21])([CH:19]=[CH2:20])[CH2:14][CH2:13]1)([CH3:4])[CH3:5])([CH3:9])([CH3:8])[CH3:7], predict the reactants needed to synthesize it. The reactants are: [H-].[Na+].[Si:3]([O:10][CH2:11][CH:12]1[CH2:17][CH2:16][C:15]([CH:19]=[CH2:20])([OH:18])[CH2:14][CH2:13]1)([C:6]([CH3:9])([CH3:8])[CH3:7])([CH3:5])[CH3:4].[CH3:21]I.